Dataset: Forward reaction prediction with 1.9M reactions from USPTO patents (1976-2016). Task: Predict the product of the given reaction. (1) The product is: [C:37]([O:41][C:42](=[O:43])[NH:44][C@@H:45]([C:46]([N:13]1[CH2:12][CH2:11][N:10]([C:14]2[CH:19]=[CH:18][C:17]([O:20][CH3:21])=[C:16]([O:22][CH:23]3[CH2:27][CH2:26][CH2:25][CH2:24]3)[CH:15]=2)[CH2:9][C@@H:8]1[CH2:1][C:2]1[CH:3]=[CH:4][CH:5]=[CH:6][CH:7]=1)=[O:47])[C:49]([OH:52])([CH3:50])[CH3:51])([CH3:40])([CH3:38])[CH3:39]. Given the reactants [CH2:1]([C@@H:8]1[NH:13][CH2:12][CH2:11][N:10]([C:14]2[CH:19]=[CH:18][C:17]([O:20][CH3:21])=[C:16]([O:22][CH:23]3[CH2:27][CH2:26][CH2:25][CH2:24]3)[CH:15]=2)[CH2:9]1)[C:2]1[CH:7]=[CH:6][CH:5]=[CH:4][CH:3]=1.C(N(C(C)C)CC)(C)C.[C:37]([O:41][C:42]([NH:44][C@H:45]([C:49]([OH:52])([CH3:51])[CH3:50])[C:46](O)=[O:47])=[O:43])([CH3:40])([CH3:39])[CH3:38].CN(C(ON1N=NC2C=CC=NC1=2)=[N+](C)C)C.F[P-](F)(F)(F)(F)F, predict the reaction product. (2) Given the reactants [Cl:1][C:2]1[CH:7]=[CH:6][C:5]([N:8]=[C:9]=[O:10])=[CH:4][C:3]=1[C:11]([F:14])([F:13])[F:12].[NH2:15][C:16]1[CH:34]=[CH:33][C:19]([O:20][C:21]2[CH:22]=[C:23]3[C:28](=[CH:29][CH:30]=2)[N:27]=[CH:26][N:25]([CH3:31])[C:24]3=[O:32])=[CH:18][CH:17]=1, predict the reaction product. The product is: [Cl:1][C:2]1[CH:7]=[CH:6][C:5]([NH:8][C:9]([NH:15][C:16]2[CH:17]=[CH:18][C:19]([O:20][C:21]3[CH:22]=[C:23]4[C:28](=[CH:29][CH:30]=3)[N:27]=[CH:26][N:25]([CH3:31])[C:24]4=[O:32])=[CH:33][CH:34]=2)=[O:10])=[CH:4][C:3]=1[C:11]([F:12])([F:13])[F:14]. (3) Given the reactants [CH2:1]([NH2:4])[C:2]#[CH:3].O.ON1C2C=CC=CC=2N=N1.Cl.CN(C)CCCN=C=NCC.[CH3:28][N:29]1[CH2:34][CH2:33][N:32]([C:35]2[CH:40]=[CH:39][C:38]([NH:41][C:42]3[N:47]=[CH:46][C:45]4=[CH:48][CH:49]=[C:50]([C:51]5[CH:52]=[C:53]([CH:57]=[CH:58][CH:59]=5)[C:54](O)=[O:55])[N:44]4[N:43]=3)=[CH:37][CH:36]=2)[CH2:31][CH2:30]1.CN1CCOCC1, predict the reaction product. The product is: [CH3:28][N:29]1[CH2:30][CH2:31][N:32]([C:35]2[CH:40]=[CH:39][C:38]([NH:41][C:42]3[N:47]=[CH:46][C:45]4=[CH:48][CH:49]=[C:50]([C:51]5[CH:52]=[C:53]([CH:57]=[CH:58][CH:59]=5)[C:54]([NH:4][CH2:1][C:2]#[CH:3])=[O:55])[N:44]4[N:43]=3)=[CH:37][CH:36]=2)[CH2:33][CH2:34]1. (4) Given the reactants Cl.[C:2]([C:6]1[N:11]=[CH:10][C:9]([C:12]2[N:13]([C:33]([N:35]3[CH2:40][CH2:39][N:38]([CH2:41][C:42]([OH:44])=O)[CH2:37][CH2:36]3)=[O:34])[C@@:14]([C:26]3[CH:31]=[CH:30][C:29]([Cl:32])=[CH:28][CH:27]=3)([CH3:25])[C@@:15]([C:18]3[CH:23]=[CH:22][C:21]([Cl:24])=[CH:20][CH:19]=3)([CH3:17])[N:16]=2)=[C:8]([O:45][CH2:46][CH3:47])[CH:7]=1)([CH3:5])([CH3:4])[CH3:3].[N:48]1([C:54]2[CH:61]=[CH:60][C:57]([C:58]#[N:59])=[CH:56][CH:55]=2)[CH2:53][CH2:52][NH:51][CH2:50][CH2:49]1, predict the reaction product. The product is: [C:2]([C:6]1[N:11]=[CH:10][C:9]([C:12]2[N:13]([C:33]([N:35]3[CH2:36][CH2:37][N:38]([CH2:41][C:42]([N:51]4[CH2:50][CH2:49][N:48]([C:54]5[CH:55]=[CH:56][C:57]([C:58]#[N:59])=[CH:60][CH:61]=5)[CH2:53][CH2:52]4)=[O:44])[CH2:39][CH2:40]3)=[O:34])[C@@:14]([C:26]3[CH:31]=[CH:30][C:29]([Cl:32])=[CH:28][CH:27]=3)([CH3:25])[C@@:15]([C:18]3[CH:19]=[CH:20][C:21]([Cl:24])=[CH:22][CH:23]=3)([CH3:17])[N:16]=2)=[C:8]([O:45][CH2:46][CH3:47])[CH:7]=1)([CH3:3])([CH3:5])[CH3:4]. (5) The product is: [NH2:24][C@H:17]([C:18]1[CH:19]=[CH:20][CH:21]=[CH:22][CH:23]=1)[CH2:16][N:2]([CH3:1])[S:3]([C:6]1[CH:11]=[CH:10][CH:9]=[CH:8][C:7]=1[N+:12]([O-:14])=[O:13])(=[O:4])=[O:5]. Given the reactants [CH3:1][NH:2][S:3]([C:6]1[CH:11]=[CH:10][CH:9]=[CH:8][C:7]=1[N+:12]([O-:14])=[O:13])(=[O:5])=[O:4].O[CH2:16][C@H:17]([NH:24]C(=O)OC(C)(C)C)[C:18]1[CH:23]=[CH:22][CH:21]=[CH:20][CH:19]=1.C1(P(C2C=CC=CC=2)C2C=CC=CC=2)C=CC=CC=1.N(C(OCC)=O)=NC(OCC)=O, predict the reaction product. (6) Given the reactants [F:1][C:2]1[CH:7]=[CH:6][C:5]([Mg]Br)=[CH:4][CH:3]=1.[Cl:10][CH2:11][C:12]1[CH:20]=[C:19]([C:21]#[N:22])[CH:18]=[CH:17][C:13]=1[C:14](Cl)=[O:15].Cl, predict the reaction product. The product is: [Cl:10][CH2:11][C:12]1[CH:20]=[C:19]([CH:18]=[CH:17][C:13]=1[C:14](=[O:15])[C:5]1[CH:6]=[CH:7][C:2]([F:1])=[CH:3][CH:4]=1)[C:21]#[N:22]. (7) Given the reactants [F:1][C:2]1([F:40])[O:6][C:5]2[CH:7]=[CH:8][C:9]([C:11]3([C:14]([NH:16][C:17]4[CH:18]=[C:19]5[C:23](=[CH:24][C:25]=4[F:26])[N:22]([CH2:27][C@@H:28]4[CH2:32][O:31]C(C)(C)[O:29]4)[C:21]([C:35]([CH3:39])([CH3:38])[CH2:36][OH:37])=[CH:20]5)=[O:15])[CH2:13][CH2:12]3)=[CH:10][C:4]=2[O:3]1.O.CC1C=CC(S(O)(=O)=O)=CC=1.O, predict the reaction product. The product is: [F:40][C:2]1([F:1])[O:6][C:5]2[CH:7]=[CH:8][C:9]([C:11]3([C:14]([NH:16][C:17]4[CH:18]=[C:19]5[C:23](=[CH:24][C:25]=4[F:26])[N:22]([CH2:27][C@@H:28]([OH:29])[CH2:32][OH:31])[C:21]([C:35]([CH3:38])([CH3:39])[CH2:36][OH:37])=[CH:20]5)=[O:15])[CH2:12][CH2:13]3)=[CH:10][C:4]=2[O:3]1. (8) Given the reactants [N:1]1[CH:6]=[CH:5][CH:4]=[CH:3][C:2]=1[C:7]1[C:11]([CH2:12][O:13][C:14]2[N:19]=[N:18][C:17]([C:20]([OH:22])=O)=[CH:16][CH:15]=2)=[CH:10][O:9][N:8]=1.FC1C=[CH:26][C:27]([C:30]2C(COC3N=[N:28][C:27]([C:30](O)=O)=[CH:26]C=3)=C(C)ON=2)=[N:28]C=1.C(N)(C)C, predict the reaction product. The product is: [CH:27]([NH:28][C:20]([C:17]1[N:18]=[N:19][C:14]([O:13][CH2:12][C:11]2[C:7]([C:2]3[CH:3]=[CH:4][CH:5]=[CH:6][N:1]=3)=[N:8][O:9][CH:10]=2)=[CH:15][CH:16]=1)=[O:22])([CH3:30])[CH3:26]. (9) Given the reactants [O:1]1[CH2:6][CH2:5][CH:4]([CH2:7][CH2:8][OH:9])[CH2:3][CH2:2]1.[Cr](Cl)([O-])(=O)=O.[NH+]1C=CC=CC=1, predict the reaction product. The product is: [O:1]1[CH2:6][CH2:5][CH:4]([CH2:7][CH:8]=[O:9])[CH2:3][CH2:2]1.